From a dataset of Forward reaction prediction with 1.9M reactions from USPTO patents (1976-2016). Predict the product of the given reaction. (1) Given the reactants BrC1C=C(C[NH:11][C:12]([C:14]2[CH:19]=[CH:18][CH:17]=[C:16]([C:20]([NH:22][CH2:23][C:24]3[C:25]([NH:37][CH:38]4[CH2:43][CH2:42][O:41][CH2:40][CH2:39]4)=[C:26]4[CH:34]=[N:33][N:32]([CH2:35][CH3:36])[C:27]4=[N:28][C:29]=3[CH2:30][CH3:31])=[O:21])[CH:15]=2)=[O:13])C=C(OC)C=1.[CH:44]([C:46]1[CH:47]=[C:48](B(O)O)[CH:49]=[CH:50][CH:51]=1)=[O:45].[C:55]([O-:58])([O-])=O.[Na+].[Na+].O, predict the reaction product. The product is: [CH2:35]([N:32]1[C:27]2=[N:28][C:29]([CH2:30][CH3:31])=[C:24]([CH2:23][N:22]([CH2:12][C:14]3[CH:15]=[C:16]([C:48]4[CH:49]=[CH:50][CH:51]=[C:46]([CH:44]=[O:45])[CH:47]=4)[CH:17]=[C:18]([O:58][CH3:55])[CH:19]=3)[C:20]([C:16]3[CH:17]=[CH:18][CH:19]=[C:14]([C:12]([NH2:11])=[O:13])[CH:15]=3)=[O:21])[C:25]([NH:37][CH:38]3[CH2:43][CH2:42][O:41][CH2:40][CH2:39]3)=[C:26]2[CH:34]=[N:33]1)[CH3:36]. (2) Given the reactants [C:1]([N:4]1[C:13]2[C:8](=[CH:9][C:10](Br)=[CH:11][CH:12]=2)[N:7]([C:15]([O:17][CH:18]([CH3:20])[CH3:19])=[O:16])[CH2:6][C@@H:5]1[CH3:21])(=[O:3])[CH3:2].CC1(C)C(C)(C)OB([C:30]2[CH:31]=[N:32][N:33]([CH2:35][CH2:36][OH:37])[CH:34]=2)O1.C(=O)([O-])[O-].[Cs+].[Cs+], predict the reaction product. The product is: [C:1]([N:4]1[C:13]2[C:8](=[CH:9][C:10]([C:30]3[CH:31]=[N:32][N:33]([CH2:35][CH2:36][OH:37])[CH:34]=3)=[CH:11][CH:12]=2)[N:7]([C:15]([O:17][CH:18]([CH3:20])[CH3:19])=[O:16])[CH2:6][C@@H:5]1[CH3:21])(=[O:3])[CH3:2]. (3) Given the reactants [CH2:1]([C:3]1([S:6]([NH:9]C(=O)OC(C)(C)C)(=[O:8])=[O:7])[CH2:5][CH2:4]1)[CH3:2].Cl, predict the reaction product. The product is: [CH2:1]([C:3]1([S:6]([NH2:9])(=[O:8])=[O:7])[CH2:5][CH2:4]1)[CH3:2].